Dataset: Catalyst prediction with 721,799 reactions and 888 catalyst types from USPTO. Task: Predict which catalyst facilitates the given reaction. (1) Reactant: [N:1]1([C:7]([O:9][C:10]([CH3:13])([CH3:12])[CH3:11])=[O:8])[CH2:6][CH2:5][NH:4][CH2:3][CH2:2]1.C(N(CC)CC)C.[Cl:21][C:22]1[CH:32]=[CH:31][C:25]([O:26][CH2:27][C:28](Cl)=[O:29])=[CH:24][CH:23]=1. Product: [Cl:21][C:22]1[CH:32]=[CH:31][C:25]([O:26][CH2:27][C:28]([N:4]2[CH2:5][CH2:6][N:1]([C:7]([O:9][C:10]([CH3:13])([CH3:12])[CH3:11])=[O:8])[CH2:2][CH2:3]2)=[O:29])=[CH:24][CH:23]=1. The catalyst class is: 4. (2) Reactant: [NH2:1][C:2]1[CH:3]=[C:4]([CH3:17])[CH:5]=[C:6]2[C:10]=1[NH:9][C:8]([C:11]1[CH:16]=[CH:15][CH:14]=[CH:13][N:12]=1)=[CH:7]2.[C:18]1(=O)[CH2:22][CH2:21][CH2:20][CH2:19]1.ClC(Cl)C.[BH-](OC(C)=O)(OC(C)=O)OC(C)=O.[Na+]. Product: [CH:18]1([NH:1][C:2]2[CH:3]=[C:4]([CH3:17])[CH:5]=[C:6]3[C:10]=2[NH:9][C:8]([C:11]2[CH:16]=[CH:15][CH:14]=[CH:13][N:12]=2)=[CH:7]3)[CH2:22][CH2:21][CH2:20][CH2:19]1. The catalyst class is: 250. (3) Reactant: C(O)(C(F)(F)F)=O.[Br:8][C:9]1[CH:34]=[N:33][C:12]2[N:13]=[C:14]([N:20]3[CH2:23][CH:22]([N:24](C)[C:25](=O)OC(C)(C)C)[CH2:21]3)[C:15]3[N:16]([N:17]=[N:18][N:19]=3)[C:11]=2[CH:10]=1. Product: [Br:8][C:9]1[CH:34]=[N:33][C:12]2[N:13]=[C:14]([N:20]3[CH2:23][CH:22]([NH:24][CH3:25])[CH2:21]3)[C:15]3[N:16]([N:17]=[N:18][N:19]=3)[C:11]=2[CH:10]=1. The catalyst class is: 2. (4) Reactant: [CH3:1][NH:2][C:3](=[O:6])[CH:4]=[CH2:5].[CH3:7][O:8][C:9]1[CH:10]=[C:11]([CH:14]=[C:15]([O:17][CH3:18])[CH:16]=1)[CH2:12][NH2:13]. Product: [CH3:18][O:17][C:15]1[CH:14]=[C:11]([CH2:12][NH:13][CH2:5][CH2:4][C:3]([NH:2][CH3:1])=[O:6])[CH:10]=[C:9]([O:8][CH3:7])[CH:16]=1. The catalyst class is: 8. (5) Reactant: Br[C:2]1[N:6]2[CH:7]=[C:8]([C:11]3[CH:12]=[N:13][N:14]([CH:16]4[CH2:21][CH2:20][N:19]([C:22]([O:24][C:25]([CH3:28])([CH3:27])[CH3:26])=[O:23])[CH2:18][CH2:17]4)[CH:15]=3)[CH:9]=[CH:10][C:5]2=[N:4][CH:3]=1.[SH:29][C:30]1[CH:44]=[CH:43][C:33]2[N:34]=[C:35](C3(C(N)=O)CC3)[S:36][C:32]=2[CH:31]=1.C([N:48](CC)C(C)C)(C)C.C1(P(C2C=CC=CC=2)C2C3[O:73][C:72]4C(=C[CH:69]=[CH:70][C:71]=4P(C4C=CC=CC=4)C4C=CC=CC=4)C(C)(C)C=3C=CC=2)C=CC=CC=1. Product: [CH:71]1([C:72]([NH:48][C:35]2[S:36][C:32]3[CH:31]=[C:30]([S:29][C:2]4[N:6]5[CH:7]=[C:8]([C:11]6[CH:12]=[N:13][N:14]([CH:16]7[CH2:21][CH2:20][N:19]([C:22]([O:24][C:25]([CH3:28])([CH3:27])[CH3:26])=[O:23])[CH2:18][CH2:17]7)[CH:15]=6)[CH:9]=[CH:10][C:5]5=[N:4][CH:3]=4)[CH:44]=[CH:43][C:33]=3[N:34]=2)=[O:73])[CH2:69][CH2:70]1. The catalyst class is: 102. (6) Reactant: Cl[C:2]1[C:3]2[CH2:11][N:10]([C:12]3[CH:19]=[CH:18][C:17]([CH3:20])=[CH:16][C:13]=3[C:14]#[N:15])[CH2:9][CH2:8][C:4]=2[N:5]=[CH:6][N:7]=1.Cl.[N:22]1[C:31]2[C:26](=[CH:27][CH:28]=[CH:29][CH:30]=2)[CH:25]=[CH:24][C:23]=1[CH2:32][NH2:33].C(N(CC)C(C)C)(C)C. Product: [CH3:20][C:17]1[CH:18]=[CH:19][C:12]([N:10]2[CH2:9][CH2:8][C:4]3[N:5]=[CH:6][N:7]=[C:2]([NH:33][CH2:32][C:23]4[CH:24]=[CH:25][C:26]5[C:31](=[CH:30][CH:29]=[CH:28][CH:27]=5)[N:22]=4)[C:3]=3[CH2:11]2)=[C:13]([CH:16]=1)[C:14]#[N:15]. The catalyst class is: 10. (7) Reactant: Cl.[CH3:2][O:3][C:4](=[O:17])[C:5]1[CH:10]=[CH:9][C:8]([CH:11]2[CH2:16][CH2:15][CH2:14][CH2:13][NH:12]2)=[CH:7][CH:6]=1.CCN(C(C)C)C(C)C.C([O-])([O-])=O.[Na+].[Na+].Cl[C:34]([O:36][CH2:37][C:38]1[CH:43]=[CH:42][CH:41]=[CH:40][CH:39]=1)=[O:35]. Product: [CH3:2][O:3][C:4](=[O:17])[C:5]1[CH:6]=[CH:7][C:8]([CH:11]2[CH2:16][CH2:15][CH2:14][CH2:13][N:12]2[C:34]([O:36][CH2:37][C:38]2[CH:43]=[CH:42][CH:41]=[CH:40][CH:39]=2)=[O:35])=[CH:9][CH:10]=1. The catalyst class is: 1. (8) Reactant: [C:1]([C:3]1[CH:11]=[C:10]2[C:6]([CH:7]=[C:8]([C:12]([O:14][CH3:15])=[O:13])[NH:9]2)=[CH:5][CH:4]=1)#[N:2].[H-].[Na+].Cl[CH2:19][C:20]1[C:25]([CH3:26])=[CH:24][C:23]([CH3:27])=[CH:22][C:21]=1[CH3:28].Cl. Product: [C:1]([C:3]1[CH:11]=[C:10]2[C:6]([CH:7]=[C:8]([C:12]([O:14][CH3:15])=[O:13])[N:9]2[CH2:19][C:20]2[C:25]([CH3:26])=[CH:24][C:23]([CH3:27])=[CH:22][C:21]=2[CH3:28])=[CH:5][CH:4]=1)#[N:2]. The catalyst class is: 9.